Dataset: Forward reaction prediction with 1.9M reactions from USPTO patents (1976-2016). Task: Predict the product of the given reaction. Given the reactants [C:1]([C:3]1[CH:4]=[N:5][N:6]2[CH:11]=[C:10]([C:12]3[CH:13]=[N:14][N:15]([CH3:17])[CH:16]=3)[CH:9]=[C:8]([O:18][CH3:19])[C:7]=12)#[CH:2].I[C:21]1[CH:22]=[N:23][N:24]([C:27]2[CH:32]=[CH:31][CH:30]=[CH:29][N:28]=2)[C:25]=1[CH3:26].C(N(CC)CC)C, predict the reaction product. The product is: [CH3:19][O:18][C:8]1[C:7]2[N:6]([N:5]=[CH:4][C:3]=2[C:1]#[C:2][C:21]2[CH:22]=[N:23][N:24]([C:27]3[CH:32]=[CH:31][CH:30]=[CH:29][N:28]=3)[C:25]=2[CH3:26])[CH:11]=[C:10]([C:12]2[CH:13]=[N:14][N:15]([CH3:17])[CH:16]=2)[CH:9]=1.